From a dataset of Forward reaction prediction with 1.9M reactions from USPTO patents (1976-2016). Predict the product of the given reaction. (1) Given the reactants [Cl:1][C:2]1[CH:26]=[C:25]([Cl:27])[C:24]([O:28][CH3:29])=[CH:23][C:3]=1[NH:4][C:5]1[C:14]2[C:9](=[CH:10][C:11]([OH:22])=[CH:12][C:13]=2[O:15][CH:16]2[CH2:21][CH2:20][O:19][CH2:18][CH2:17]2)[N:8]=[CH:7][N:6]=1.[C:30]([O:34][C:35]([N:37]1[CH2:42][CH2:41][N:40]([CH2:43][CH2:44][CH2:45]O)[CH2:39][CH2:38]1)=[O:36])([CH3:33])([CH3:32])[CH3:31], predict the reaction product. The product is: [Cl:1][C:2]1[CH:26]=[C:25]([Cl:27])[C:24]([O:28][CH3:29])=[CH:23][C:3]=1[NH:4][C:5]1[C:14]2[C:9](=[CH:10][C:11]([O:22][CH2:45][CH2:44][CH2:43][N:40]3[CH2:41][CH2:42][N:37]([C:35]([O:34][C:30]([CH3:31])([CH3:33])[CH3:32])=[O:36])[CH2:38][CH2:39]3)=[CH:12][C:13]=2[O:15][CH:16]2[CH2:21][CH2:20][O:19][CH2:18][CH2:17]2)[N:8]=[CH:7][N:6]=1. (2) Given the reactants [CH3:1][O:2][C:3]([C:5]1([C:8]2[CH:13]=[CH:12][C:11]([O:14][CH3:15])=[CH:10][CH:9]=2)[CH2:7][CH2:6]1)=[O:4].[N+:16]([O-])([OH:18])=[O:17].Cl, predict the reaction product. The product is: [CH3:1][O:2][C:3]([C:5]1([C:8]2[CH:9]=[CH:10][C:11]([O:14][CH3:15])=[C:12]([N+:16]([O-:18])=[O:17])[CH:13]=2)[CH2:6][CH2:7]1)=[O:4]. (3) Given the reactants [CH3:1][N:2]1[C:6]([C:7]2[CH:19]=[N:18][C:17]3[C:16]4[C:15]([C:20]([OH:22])=O)=[CH:14][CH:13]=[CH:12][C:11]=4[N:10]([C@H:23]([C:30]4[CH:35]=[CH:34][CH:33]=[CH:32][CH:31]=4)[CH:24]4[CH2:29][CH2:28][O:27][CH2:26][CH2:25]4)[C:9]=3[CH:8]=2)=[C:5]([CH3:36])[N:4]=[N:3]1.C(Cl)CCl.C1C=C[C:44]2N(O)N=[N:47][C:45]=2[CH:46]=1.C1(N)CC1, predict the reaction product. The product is: [CH:45]1([NH:47][C:20]([C:15]2[C:16]3[C:17]4[N:18]=[CH:19][C:7]([C:6]5[N:2]([CH3:1])[N:3]=[N:4][C:5]=5[CH3:36])=[CH:8][C:9]=4[N:10]([C@@H:23]([CH:24]4[CH2:29][CH2:28][O:27][CH2:26][CH2:25]4)[C:30]4[CH:31]=[CH:32][CH:33]=[CH:34][CH:35]=4)[C:11]=3[CH:12]=[CH:13][CH:14]=2)=[O:22])[CH2:46][CH2:44]1. (4) Given the reactants Cl[C:2]1[N:7]2[N:8]=[C:9]([NH:11][C:12](=[O:19])[C:13]3[CH:18]=[CH:17][CH:16]=[CH:15][CH:14]=3)[N:10]=[C:6]2[CH:5]=[CH:4][CH:3]=1.[CH2:20]([NH2:26])[C:21]1[O:25][CH:24]=[CH:23][CH:22]=1, predict the reaction product. The product is: [O:25]1[CH:24]=[CH:23][CH:22]=[C:21]1[CH2:20][NH:26][C:2]1[N:7]2[N:8]=[C:9]([NH:11][C:12](=[O:19])[C:13]3[CH:18]=[CH:17][CH:16]=[CH:15][CH:14]=3)[N:10]=[C:6]2[CH:5]=[CH:4][CH:3]=1. (5) The product is: [Cl:16][CH2:17][CH:18]([C:20]1([C:24]2[CH:29]=[CH:28][CH:27]=[CH:26][C:25]=2[O:30][CH3:31])[CH2:21][CH2:22][CH2:23]1)[OH:19]. Given the reactants BrCC(C1(C2C=CC(Cl)=CC=2)CCC1)=O.[Cl:16][CH2:17][C:18]([C:20]1([C:24]2[CH:29]=[CH:28][CH:27]=[CH:26][C:25]=2[O:30][CH3:31])[CH2:23][CH2:22][CH2:21]1)=[O:19].B.CSC.O1CCBN1, predict the reaction product. (6) Given the reactants C[Si](C)(C)CCOC[N:7](COCC[Si](C)(C)C)[C:8]1[N:13]2[N:14]=[CH:15][C:16]([C:17]3[CH:18]=[N:19][C:20]([C:23]4[CH:28]=[CH:27][CH:26]=[CH:25][CH:24]=4)=[CH:21][CH:22]=3)=[C:12]2[N:11]=[C:10]([CH:29]2[CH2:34][CH2:33][C:32](=[O:35])[CH2:31][CH2:30]2)[C:9]=1[Br:36].Br[CH:48](Br)Br.[OH-:51].[K+].[OH2:53], predict the reaction product. The product is: [NH2:7][C:8]1[N:13]2[N:14]=[CH:15][C:16]([C:17]3[CH:18]=[N:19][C:20]([C:23]4[CH:24]=[CH:25][CH:26]=[CH:27][CH:28]=4)=[CH:21][CH:22]=3)=[C:12]2[N:11]=[C:10]([CH:29]2[CH2:30][CH2:31][C:32]([OH:35])([C:48]([OH:53])=[O:51])[CH2:33][CH2:34]2)[C:9]=1[Br:36].